This data is from Retrosynthesis with 50K atom-mapped reactions and 10 reaction types from USPTO. The task is: Predict the reactants needed to synthesize the given product. (1) Given the product O=C1CC(=O)C2C3CCC(O3)C12, predict the reactants needed to synthesize it. The reactants are: O=C1CC(=O)C2C3C=CC(O3)C12. (2) Given the product CCC(CC)(c1ccc(O)c(C)c1)c1ccc(/C=C/C2(O)CCCC2)c(C)c1, predict the reactants needed to synthesize it. The reactants are: CCC(CC)(c1ccc(O)c(C)c1)c1ccc(C#CC2(O)CCCC2)c(C)c1.